Dataset: Full USPTO retrosynthesis dataset with 1.9M reactions from patents (1976-2016). Task: Predict the reactants needed to synthesize the given product. Given the product [Cl:1][C:2]1[CH:7]=[CH:6][CH:5]=[C:4]([F:8])[C:3]=1[C:9]1[NH:13][C:12](=[O:14])[N:11]([C:15]2[CH:24]=[CH:23][C:18]([C:19]([NH:30][C:29]3[CH:31]=[CH:32][C:33]([CH3:35])=[CH:34][C:28]=3[F:27])=[O:21])=[C:17]([O:25][CH3:26])[CH:16]=2)[N:10]=1, predict the reactants needed to synthesize it. The reactants are: [Cl:1][C:2]1[CH:7]=[CH:6][CH:5]=[C:4]([F:8])[C:3]=1[C:9]1[NH:13][C:12](=[O:14])[N:11]([C:15]2[CH:24]=[CH:23][C:18]([C:19]([O:21]C)=O)=[C:17]([O:25][CH3:26])[CH:16]=2)[N:10]=1.[F:27][C:28]1[CH:34]=[C:33]([CH3:35])[CH:32]=[CH:31][C:29]=1[NH2:30].C[Al](C)C.